From a dataset of Experimentally validated miRNA-target interactions with 360,000+ pairs, plus equal number of negative samples. Binary Classification. Given a miRNA mature sequence and a target amino acid sequence, predict their likelihood of interaction. (1) The miRNA is hsa-miR-3650 with sequence AGGUGUGUCUGUAGAGUCC. The protein sequence of the target gene is MIKFFLMVNKQGQTRLSKYYEHVDINKRTLLETEVIKSCLSRSNEQCSFIEYKDFKLIYRQYAALFIVVGVNDTENEMAIYEFIHNFVEVLDEYFSRVSELDIMFNLDKVHIILDEMVLNGCIVETNRARILAPLLILDKMSES. Result: 1 (interaction). (2) The miRNA is hsa-miR-4742-5p with sequence UCAGGCAAAGGGAUAUUUACAGA. The protein sequence of the target gene is MVSWKGIYFILFLFAGSFFGSIFMLGPILPLMFINLSWYRWISSRLVATWLTLPVALLETMFGVRVVITGDAFVPGERSVIIMNHRTRVDWMFLWNCLMRYSYLRVEKICLKSSLKSVPGFGWAMQVAAFIFIHRKWKDDKSHFEDMIDYFCAIHEPLQLLIFPEGTDLTENNKARSNDFAEKNGLQKYEYVLHPRTTGFTFVVDRLREGKNLDAVHDITVAYPYNIPQTEKHLLLGDFPKEIHFHVQRYPADSLPTSKEDLQLWCHRRWEEKEERLRSFYQGEKNFHFTGQSTVPPCKS.... Result: 0 (no interaction). (3) The miRNA is hsa-miR-3195 with sequence CGCGCCGGGCCCGGGUU. The protein sequence of the target gene is MNLRLCVQALLLLWLSLTAVCGVPLMLPPDGTGLEEGSMRYLVKPRTSRTGPGAWQGGRRKFRRQRPRLSHKGPMPF. Result: 0 (no interaction). (4) The miRNA is hsa-miR-3195 with sequence CGCGCCGGGCCCGGGUU. The protein sequence of the target gene is MRKFNIRKVLDGLTAGSSSASQQQQQQHPPGNREPEIQETLQSEHFQLCKTVRHGFPYQPSALAFDPVQKILAVGTQTGALRLFGRPGVECYCQHDSGAAVIQLQFLINEGALVSALADDTLHLWNLRQKRPAILHSLKFCRERVTFCHLPFQSKWLYVGTERGNIHIVNVESFTLSGYVIMWNKAIELSSKSHPGPVVHISDNPMDEGKLLIGFESGTVVLWDLKSKKADYRYTYDEAIHSVAWHHEGKQFICSHSDGTLTIWNVRSPAKPVQTITPHGKQLKDGKKPEPCKPILKVEF.... Result: 0 (no interaction). (5) The miRNA is hsa-miR-3680-3p with sequence UUUUGCAUGACCCUGGGAGUAGG. The protein sequence of the target gene is MEKRSSGRRSGRRRGSQKSTDSPGADAELPESAARDDAVFDDEVAPNAASDNASAEKKVKSPRAALDGGVASAASPESKPSPGTKGQLRGESDRSKQPPPASSPTKRKGRSRALEAVPAPPASGPRAPAKESPPKRVPDPSPVTKGTAAESGEEAARAIPRELPVKSSSLLPEIKPEHKRGPLPNHFNGRAEGGRSRELGRAAGAPGASDADGLKPRNHFGVGRSTVTTKVTLPAKPKHVELNLKTPKNLDSLGNEHNPFSQPVHKGNTATKISLFENKRTNSSPRHTDIRGQRNTPASS.... Result: 0 (no interaction).